From a dataset of Full USPTO retrosynthesis dataset with 1.9M reactions from patents (1976-2016). Predict the reactants needed to synthesize the given product. (1) Given the product [CH3:1][CH:2]([CH3:52])[CH2:3][C@H:4]([NH:30][C:31](=[O:51])[C@@H:32]([NH:41][C:42](=[O:50])[CH2:43][N:44]1[CH2:49][CH2:48][O:47][CH2:46][CH2:45]1)[CH2:33][CH2:34][C:35]1[CH:36]=[CH:37][CH:38]=[CH:39][CH:40]=1)[C:5]([NH:7][C@@H:8]([CH2:23][C:24]1[CH:25]=[CH:26][CH:27]=[CH:28][CH:29]=1)[C:9]([NH:11][C@@H:12]([CH2:19][CH:20]([CH3:21])[CH3:22])/[C:13](/[C@@:15]1([CH3:18])[CH2:17][O:16]1)=[N:60]/[NH:59][C:53](=[O:58])[CH2:54][CH2:55][C:56]#[CH:57])=[O:10])=[O:6], predict the reactants needed to synthesize it. The reactants are: [CH3:1][CH:2]([CH3:52])[CH2:3][C@H:4]([NH:30][C:31](=[O:51])[C@@H:32]([NH:41][C:42](=[O:50])[CH2:43][N:44]1[CH2:49][CH2:48][O:47][CH2:46][CH2:45]1)[CH2:33][CH2:34][C:35]1[CH:40]=[CH:39][CH:38]=[CH:37][CH:36]=1)[C:5]([NH:7][C@@H:8]([CH2:23][C:24]1[CH:29]=[CH:28][CH:27]=[CH:26][CH:25]=1)[C:9]([NH:11][C@@H:12]([CH2:19][CH:20]([CH3:22])[CH3:21])[C:13]([C@@:15]1([CH3:18])[CH2:17][O:16]1)=O)=[O:10])=[O:6].[C:53]([NH:59][NH2:60])(=[O:58])[CH2:54][CH2:55][C:56]#[CH:57].C([O-])(O)=O.[Na+]. (2) Given the product [CH2:1]([O:3][C:4]([C:6]1([C:9]2[CH:10]=[CH:11][C:12]([C:15]3[CH:20]=[CH:19][C:18]([C:21]4[O:25][N:24]=[C:23]([CH3:26])[C:22]=4[NH:27][C:29]4[CH:34]=[CH:33][CH:32]=[C:31]([O:35][C:36]([CH3:39])([CH3:38])[CH3:37])[N:30]=4)=[CH:17][CH:16]=3)=[CH:13][CH:14]=2)[CH2:8][CH2:7]1)=[O:5])[CH3:2], predict the reactants needed to synthesize it. The reactants are: [CH2:1]([O:3][C:4]([C:6]1([C:9]2[CH:14]=[CH:13][C:12]([C:15]3[CH:20]=[CH:19][C:18]([C:21]4[O:25][N:24]=[C:23]([CH3:26])[C:22]=4[NH2:27])=[CH:17][CH:16]=3)=[CH:11][CH:10]=2)[CH2:8][CH2:7]1)=[O:5])[CH3:2].Br[C:29]1[CH:34]=[CH:33][CH:32]=[C:31]([O:35][C:36]([CH3:39])([CH3:38])[CH3:37])[N:30]=1.